Dataset: Full USPTO retrosynthesis dataset with 1.9M reactions from patents (1976-2016). Task: Predict the reactants needed to synthesize the given product. (1) Given the product [C:1]([N:5]1[C:18](=[O:19])[N:8]2[CH:9]=[C:10]([C:14]([CH3:17])([CH3:16])[CH3:15])[N:11]=[C:12]([Cl:22])[C:7]2=[N:6]1)([CH3:4])([CH3:3])[CH3:2], predict the reactants needed to synthesize it. The reactants are: [C:1]([N:5]1[C:18](=[O:19])[N:8]2[CH:9]=[C:10]([C:14]([CH3:17])([CH3:16])[CH3:15])[NH:11][C:12](=O)[C:7]2=[N:6]1)([CH3:4])([CH3:3])[CH3:2].P(Cl)(Cl)([Cl:22])=O. (2) Given the product [Cl:1][C:2]1[CH:25]=[N:24][C:5]2[NH:6][C:7]3[C:12]([C:4]=2[CH:3]=1)=[C:11]([C:13]1[CH:18]=[CH:17][CH:16]=[C:15]([S:19]([CH2:22][CH3:23])(=[O:21])=[O:20])[CH:14]=1)[C:10]([I:26])=[CH:9][CH:8]=3, predict the reactants needed to synthesize it. The reactants are: [Cl:1][C:2]1[CH:25]=[N:24][C:5]2[NH:6][C:7]3[C:12]([C:4]=2[CH:3]=1)=[C:11]([C:13]1[CH:18]=[CH:17][CH:16]=[C:15]([S:19]([CH2:22][CH3:23])(=[O:21])=[O:20])[CH:14]=1)[CH:10]=[CH:9][CH:8]=3.[I:26]N1C(=O)CCC1=O.CS(O)(=O)=O.S([O-])([O-])=O.[Na+].[Na+].